This data is from Forward reaction prediction with 1.9M reactions from USPTO patents (1976-2016). The task is: Predict the product of the given reaction. (1) Given the reactants Br[C:2]1[CH:7]=[CH:6][C:5]([CH:8]([CH3:15])[CH2:9][NH:10][S:11]([CH3:14])(=[O:13])=[O:12])=[CH:4][CH:3]=1.C(=O)([O-])[O-].[K+].[K+].[F:22][C:23]1[CH:28]=[CH:27][C:26](B(O)O)=[CH:25][CH:24]=1, predict the reaction product. The product is: [F:22][C:23]1[CH:28]=[CH:27][C:26]([C:2]2[CH:7]=[CH:6][C:5]([CH:8]([CH3:15])[CH2:9][NH:10][S:11]([CH3:14])(=[O:13])=[O:12])=[CH:4][CH:3]=2)=[CH:25][CH:24]=1. (2) Given the reactants [CH2:1]([N:3]([CH2:6][CH3:7])[CH2:4][CH3:5])[CH3:2].[C:8](=[O:13])([O:11]C)[O:9]C, predict the reaction product. The product is: [C:8](=[O:9])([O-:13])[O-:11].[CH3:8][N+:3]([CH2:6][CH3:7])([CH2:4][CH3:5])[CH2:1][CH3:2].[CH3:8][N+:3]([CH2:6][CH3:7])([CH2:4][CH3:5])[CH2:1][CH3:2]. (3) Given the reactants Cl.[NH2:2][C@@H:3]([CH2:25][CH:26]1[CH2:30][CH2:29][CH2:28][CH2:27]1)[C:4]([NH:6][C@H:7]1[CH2:13][CH2:12][C@@H:11]([CH3:14])[N:10]([S:15]([C:18]2[CH:23]=[CH:22][CH:21]=[CH:20][N:19]=2)(=[O:17])=[O:16])[CH2:9][C@@H:8]1[OH:24])=[O:5].[CH3:31][N:32]1[CH:36]=[CH:35][CH:34]=[C:33]1[C:37](O)=[O:38].CC(OI1(OC(C)=O)(OC(C)=O)OC(=O)C2C=CC=CC1=2)=O, predict the reaction product. The product is: [CH:26]1([CH2:25][C@H:3]([NH:2][C:37]([C:33]2[N:32]([CH3:31])[CH:36]=[CH:35][CH:34]=2)=[O:38])[C:4](=[O:5])[NH:6][C@H:7]2[CH2:13][CH2:12][C@@H:11]([CH3:14])[N:10]([S:15]([C:18]3[CH:23]=[CH:22][CH:21]=[CH:20][N:19]=3)(=[O:16])=[O:17])[CH2:9][C:8]2=[O:24])[CH2:27][CH2:28][CH2:29][CH2:30]1. (4) Given the reactants [S:1]([N:17]([S:25]([C:28]1[C:40]2[CH:39]=[CH:38][CH:37]=[C:33]([N:34]([CH3:36])[CH3:35])[C:32]=2[CH:31]=[CH:30][CH:29]=1)(=[O:27])=[O:26])[CH2:18][CH2:19][S:20][S:21][CH2:22][CH2:23][NH2:24])([C:4]1[C:16]2[CH:15]=[CH:14][CH:13]=[C:9]([N:10]([CH3:12])[CH3:11])[C:8]=2[CH:7]=[CH:6][CH:5]=1)(=[O:3])=[O:2].C(C(O)=O)CP(CCC(O)=O)CCC(O)=O.Br[C:58]1[C:63](=[O:64])[NH:62][C:60](=[O:61])[C:59]=1Br.CC([O-])=O.[Na+], predict the reaction product. The product is: [S:1]([N:17]([S:25]([C:28]1[C:40]2[CH:39]=[CH:38][CH:37]=[C:33]([N:34]([CH3:36])[CH3:35])[C:32]=2[CH:31]=[CH:30][CH:29]=1)(=[O:26])=[O:27])[CH2:18][CH2:19][S:20][S:21][CH2:22][CH2:23][NH2:24])([C:4]1[C:16]2[CH:15]=[CH:14][CH:13]=[C:9]([N:10]([CH3:11])[CH3:12])[C:8]=2[CH:7]=[CH:6][CH:5]=1)(=[O:3])=[O:2].[C:60]1(=[O:61])[NH:62][C:63](=[O:64])[CH:58]=[CH:59]1. (5) Given the reactants Br[C:2]1[C:3]([NH2:22])=[N:4][C:5]([C:15]2[CH:20]=[CH:19][C:18]([CH3:21])=[CH:17][CH:16]=2)=[C:6]([C:8]2[CH:13]=[CH:12][C:11]([CH3:14])=[CH:10][CH:9]=2)[N:7]=1.N#N.C(N(CC)CC)C.[C:32]([OH:40])(=[O:39])[CH2:33][CH2:34][CH2:35][CH2:36][C:37]#[CH:38], predict the reaction product. The product is: [NH2:22][C:3]1[C:2]([C:38]#[C:37][CH2:36][CH2:35][CH2:34][CH2:33][C:32]([OH:40])=[O:39])=[N:7][C:6]([C:8]2[CH:13]=[CH:12][C:11]([CH3:14])=[CH:10][CH:9]=2)=[C:5]([C:15]2[CH:20]=[CH:19][C:18]([CH3:21])=[CH:17][CH:16]=2)[N:4]=1. (6) Given the reactants [N+:1]([C:4]1[CH:14]([CH2:15][O:16][C:17]2[CH:22]=[CH:21][C:20]([C:23]3[NH:27][N:26]=[CH:25][CH:24]=3)=[CH:19][CH:18]=2)[CH:8]2[CH2:9][C:10]([CH3:13])([CH3:12])[O:11][C:7]2=[C:6]([CH3:28])[C:5]=1[CH3:29])([O-])=O, predict the reaction product. The product is: [NH2:1][C:4]1[CH:14]([CH2:15][O:16][C:17]2[CH:18]=[CH:19][C:20]([C:23]3[NH:27][N:26]=[CH:25][CH:24]=3)=[CH:21][CH:22]=2)[CH:8]2[CH2:9][C:10]([CH3:13])([CH3:12])[O:11][C:7]2=[C:6]([CH3:28])[C:5]=1[CH3:29]. (7) Given the reactants [NH2:1][C:2]1([C:13]([O:15][CH2:16][CH3:17])=[O:14])[CH2:5][N:4]([C:6]([O:8][C:9]([CH3:12])([CH3:11])[CH3:10])=[O:7])[CH2:3]1.[C:18]([O:22][C:23]([NH:25][CH2:26][C:27](O)=[O:28])=[O:24])([CH3:21])([CH3:20])[CH3:19].C1C=CC2N(O)N=NC=2C=1.CCN=C=NCCCN(C)C.CCN(C(C)C)C(C)C, predict the reaction product. The product is: [C:18]([O:22][C:23]([NH:25][CH2:26][C:27]([NH:1][C:2]1([C:13]([O:15][CH2:16][CH3:17])=[O:14])[CH2:5][N:4]([C:6]([O:8][C:9]([CH3:10])([CH3:11])[CH3:12])=[O:7])[CH2:3]1)=[O:28])=[O:24])([CH3:21])([CH3:20])[CH3:19].